The task is: Predict the reactants needed to synthesize the given product.. This data is from Full USPTO retrosynthesis dataset with 1.9M reactions from patents (1976-2016). The reactants are: [Cl:1][C:2]1[CH:3]=[CH:4][C:5]2[N:6]([C:8]([S:11]([OH:14])(=[O:13])=O)=[CH:9][N:10]=2)[N:7]=1.C(N(CC)CC)C.[NH:22]1[CH2:27][CH2:26][O:25][CH2:24][CH2:23]1. Given the product [Cl:1][C:2]1[CH:3]=[CH:4][C:5]2[N:6]([C:8]([S:11]([N:22]3[CH2:27][CH2:26][O:25][CH2:24][CH2:23]3)(=[O:13])=[O:14])=[CH:9][N:10]=2)[N:7]=1, predict the reactants needed to synthesize it.